Dataset: Forward reaction prediction with 1.9M reactions from USPTO patents (1976-2016). Task: Predict the product of the given reaction. (1) Given the reactants [CH2:1]([O:5][C:6]([C:8]1[N:9]=[C:10](Cl)[C:11]2[C:16]([C:17]=1[OH:18])=[CH:15][CH:14]=[CH:13][CH:12]=2)=[O:7])[CH2:2][CH2:3][CH3:4].[N:20]1[CH:25]=[CH:24][CH:23]=[C:22]([OH:26])[CH:21]=1, predict the reaction product. The product is: [CH2:1]([O:5][C:6]([C:8]1[N:9]=[C:10]([O:26][C:22]2[CH:21]=[N:20][CH:25]=[CH:24][CH:23]=2)[C:11]2[C:16]([C:17]=1[OH:18])=[CH:15][CH:14]=[CH:13][CH:12]=2)=[O:7])[CH2:2][CH2:3][CH3:4]. (2) Given the reactants [C:1]([C:3]1([C:13]2[N:18]=[CH:17][C:16]([NH:19][C:20]([C:22]3[CH:23]=[N:24][N:25]([C:28]4[CH:33]=[CH:32][C:31]([CH3:34])=[CH:30][CH:29]=4)[C:26]=3[CH3:27])=[O:21])=[CH:15][CH:14]=2)[CH2:12][CH2:11][C:6]2(OCC[O:7]2)[CH2:5][CH2:4]1)#[N:2].C(O)(=O)C.Cl.C(=O)([O-])[O-].[K+].[K+], predict the reaction product. The product is: [C:1]([C:3]1([C:13]2[N:18]=[CH:17][C:16]([NH:19][C:20]([C:22]3[CH:23]=[N:24][N:25]([C:28]4[CH:29]=[CH:30][C:31]([CH3:34])=[CH:32][CH:33]=4)[C:26]=3[CH3:27])=[O:21])=[CH:15][CH:14]=2)[CH2:12][CH2:11][C:6](=[O:7])[CH2:5][CH2:4]1)#[N:2]. (3) Given the reactants [F:1][C:2]1[CH:7]=[CH:6][C:5]([N:8]2[CH2:11][CH2:10][C:9]2=[O:12])=[CH:4][CH:3]=1.FC(F)(F)S(O)(=O)=O.C(=O)(O)[O-].[Na+], predict the reaction product. The product is: [F:1][C:2]1[CH:7]=[C:6]2[C:5](=[CH:4][CH:3]=1)[NH:8][CH2:11][CH2:10][C:9]2=[O:12]. (4) Given the reactants Br[CH2:2][CH2:3][CH2:4][O:5][C:6]1[CH:11]=[CH:10][C:9]([Br:12])=[C:8]([CH2:13][CH3:14])[CH:7]=1.C(=O)([O-])[O-].[K+].[K+].Cl.[CH3:22][NH2:23], predict the reaction product. The product is: [Br:12][C:9]1[CH:10]=[CH:11][C:6]([O:5][CH2:4][CH2:3][CH2:2][NH:23][CH3:22])=[CH:7][C:8]=1[CH2:13][CH3:14]. (5) Given the reactants [C:1]1([CH:7]([C:29]2[CH:34]=[CH:33][CH:32]=[CH:31][CH:30]=2)[N:8]2[C:16]3[C:11](=[CH:12][CH:13]=[CH:14][CH:15]=3)[C:10]([OH:27])([C:17]3[C:25]([OH:26])=[CH:24][C:20]4[O:21][CH2:22][O:23][C:19]=4[CH:18]=3)[C:9]2=[O:28])[CH:6]=[CH:5][CH:4]=[CH:3][CH:2]=1.C(=O)([O-])[O-].[K+].[K+].[CH2:41](Br)[C:42]1[CH:47]=[CH:46][CH:45]=[CH:44][CH:43]=1, predict the reaction product. The product is: [CH2:41]([O:26][C:25]1[C:17]([C:10]2([OH:27])[C:11]3[C:16](=[CH:15][CH:14]=[CH:13][CH:12]=3)[N:8]([CH:7]([C:1]3[CH:2]=[CH:3][CH:4]=[CH:5][CH:6]=3)[C:29]3[CH:30]=[CH:31][CH:32]=[CH:33][CH:34]=3)[C:9]2=[O:28])=[CH:18][C:19]2[O:23][CH2:22][O:21][C:20]=2[CH:24]=1)[C:42]1[CH:47]=[CH:46][CH:45]=[CH:44][CH:43]=1. (6) Given the reactants [CH2:1]([CH:7]1[C:16]2[C:11](=[CH:12][CH:13]=[C:14]([CH2:17][OH:18])[CH:15]=2)[NH:10][CH:9]=[C:8]1[C:19]#[N:20])[CH2:2][CH2:3][CH2:4][CH2:5][CH3:6], predict the reaction product. The product is: [CH:17]([C:14]1[CH:15]=[C:16]2[C:11](=[CH:12][CH:13]=1)[N:10]=[CH:9][C:8]([C:19]#[N:20])=[C:7]2[CH2:1][CH2:2][CH2:3][CH2:4][CH2:5][CH3:6])=[O:18].